The task is: Predict the reaction yield, written as a fraction of the theoretical maximum amount of product (1.0 means a 100% yield; for example, 0.34 means a 34% yield).. This data is from Reaction yield outcomes from USPTO patents with 853,638 reactions. (1) The reactants are [Cl:1][C:2]1[C:10]2[N:9]=[C:8]([NH:11][C:12]3[C:17]([CH3:18])=[CH:16][C:15]([Cl:19])=[CH:14][C:13]=3[O:20][CH3:21])[N:7]([CH3:22])[C:6]=2[C:5]([C:23](O)([CH:27]([CH3:29])[CH3:28])[CH:24]([CH3:26])[CH3:25])=[CH:4][CH:3]=1. The catalyst is FC(F)(F)C(O)=O. The product is [Cl:1][C:2]1[C:10]2[N:9]=[C:8]([NH:11][C:12]3[C:17]([CH3:18])=[CH:16][C:15]([Cl:19])=[CH:14][C:13]=3[O:20][CH3:21])[N:7]([CH3:22])[C:6]=2[C:5]([C:23]([CH:27]([CH3:29])[CH3:28])=[C:24]([CH3:25])[CH3:26])=[CH:4][CH:3]=1. The yield is 0.800. (2) The reactants are [OH:1][C:2]1[C:7]([CH2:8][CH:9]([CH3:11])[CH3:10])=[C:6]([O:12][CH3:13])[C:5]([O:14][CH3:15])=[C:4]([O:16][CH3:17])[C:3]=1[C:18](=[O:20])[CH3:19].[C:21]([O-:24])(=O)[CH3:22].[Na+].[C:26](OC(=O)C)(=O)[CH3:27]. No catalyst specified. The product is [C:21]([C:19]1[C:18](=[O:20])[C:3]2[C:2](=[C:7]([CH2:8][CH:9]([CH3:11])[CH3:10])[C:6]([O:12][CH3:13])=[C:5]([O:14][CH3:15])[C:4]=2[O:16][CH3:17])[O:1][C:26]=1[CH3:27])(=[O:24])[CH3:22]. The yield is 0.870. (3) The reactants are [Br:1][C:2]1[CH:14]=[CH:13][C:12]2[C:11]3[C:6](=[CH:7][C:8]([Br:15])=[CH:9][CH:10]=3)[CH2:5][C:4]=2[CH:3]=1.[CH2:16](Br)[CH2:17][CH2:18][CH2:19][CH2:20][CH2:21][CH2:22][CH3:23].[OH-].[Na+].[C:27]1([CH3:33])[CH:32]=[CH:31][CH:30]=[CH:29][CH:28]=1.[CH3:34]S(C)=O. The catalyst is [Br-].C([N+](CCCC)(CCCC)CCCC)CCC.O. The product is [Br:1][C:2]1[CH:14]=[CH:13][C:12]2[C:11]3[C:6](=[CH:7][C:8]([Br:15])=[CH:9][CH:10]=3)[C:5]([CH2:34][CH2:28][CH2:29][CH2:30][CH2:31][CH2:32][CH2:27][CH3:33])([CH2:16][CH2:17][CH2:18][CH2:19][CH2:20][CH2:21][CH2:22][CH3:23])[C:4]=2[CH:3]=1. The yield is 0.790. (4) The reactants are CCO[Si:4]([O:11][CH2:12][CH3:13])([O:8][CH2:9][CH3:10])[O:5][CH2:6][CH3:7].[CH2:14]1[CH2:18]O[CH2:16][CH2:15]1.[Br-]. The catalyst is CCCCCC. The product is [CH2:12]([O:11][Si:4]([O:5][CH2:6][CH3:7])([O:8][CH2:9][CH3:10])[C:14]1[CH:18]=[CH:18][C:14]([CH:15]=[CH2:16])=[CH:16][CH:15]=1)[CH3:13]. The yield is 0.0600. (5) The reactants are [OH:1][NH:2][C:3](=[NH:10])[C:4]1[CH:9]=[CH:8][CH:7]=[CH:6][CH:5]=1.CCN(C(C)C)C(C)C.Cl[CH2:21][C:22](Cl)=O.C([O-])([O-])=O.[K+].[K+].[SH:31][C:32]1[N:39]=[C:38]([CH3:40])[C:37]([CH3:41])=[C:36]([CH3:42])[C:33]=1[C:34]#[N:35]. The catalyst is C(Cl)Cl.O.CN(C=O)C.C1(C)C=CC=CC=1. The product is [CH3:42][C:36]1[C:37]([CH3:41])=[C:38]([CH3:40])[N:39]=[C:32]2[S:31][C:22]([C:21]3[O:1][N:2]=[C:3]([C:4]4[CH:9]=[CH:8][CH:7]=[CH:6][CH:5]=4)[N:10]=3)=[C:34]([NH2:35])[C:33]=12. The yield is 0.210. (6) The reactants are O=C1CCC(=O)N1[O:8][C:9](=O)[CH2:10][CH2:11][CH2:12][CH2:13][Si:14]([CH2:30][CH:31]([CH3:33])[CH3:32])([CH2:26][CH:27]([CH3:29])[CH3:28])[O:15][CH2:16][CH2:17][CH2:18][CH2:19][C:20]1[CH:25]=[CH:24][CH:23]=[CH:22][CH:21]=1.[NH2:35][C:36]1[CH:41]=[CH:40][CH:39]=[CH:38][CH:37]=1.C(N(CC)CC)C. The catalyst is ClCCl.CN(C)C1C=CN=CC=1. The product is [C:36]1([NH:35][C:9](=[O:8])[CH2:10][CH2:11][CH2:12][CH2:13][Si:14]([CH2:26][CH:27]([CH3:29])[CH3:28])([CH2:30][CH:31]([CH3:32])[CH3:33])[O:15][CH2:16][CH2:17][CH2:18][CH2:19][C:20]2[CH:25]=[CH:24][CH:23]=[CH:22][CH:21]=2)[CH:41]=[CH:40][CH:39]=[CH:38][CH:37]=1. The yield is 0.510.